Task: Predict the product of the given reaction.. Dataset: Forward reaction prediction with 1.9M reactions from USPTO patents (1976-2016) (1) Given the reactants [NH2:1][C:2]1[N:7]=[C:6]([N:8]2[CH2:13][CH2:12][CH2:11][C@H:10]([C:14]([OH:16])=O)[CH2:9]2)[CH:5]=[C:4]([C:17]2[CH:22]=[CH:21][C:20]([C:23]#[N:24])=[C:19]([F:25])[CH:18]=2)[N:3]=1.C(Cl)CCl.C1C=CC2N(O)N=NC=2C=1.[NH2:40][C:41]1[C:42]([CH3:47])=[CH:43][CH:44]=[CH:45][CH:46]=1, predict the reaction product. The product is: [NH2:1][C:2]1[N:7]=[C:6]([N:8]2[CH2:13][CH2:12][CH2:11][C@H:10]([C:14]([NH:40][C:41]3[CH:46]=[CH:45][CH:44]=[CH:43][C:42]=3[CH3:47])=[O:16])[CH2:9]2)[CH:5]=[C:4]([C:17]2[CH:22]=[CH:21][C:20]([C:23]#[N:24])=[C:19]([F:25])[CH:18]=2)[N:3]=1. (2) Given the reactants [CH3:1][O:2][C:3](=[O:17])[C:4]1[CH:9]=[CH:8][C:7]([C:10]2[O:11][C:12]([CH:15]=O)=[CH:13][CH:14]=2)=[CH:6][CH:5]=1.[S:18]1[CH2:22][C:21](=[O:23])[NH:20][C:19]1=[O:24], predict the reaction product. The product is: [CH3:1][O:2][C:3](=[O:17])[C:4]1[CH:5]=[CH:6][C:7]([C:10]2[O:11][C:12]([CH:15]=[C:22]3[S:18][C:19](=[O:24])[NH:20][C:21]3=[O:23])=[CH:13][CH:14]=2)=[CH:8][CH:9]=1. (3) Given the reactants [CH2:1]([O:3][C:4]([C:6]1[NH:7][C:8]2[C:13]([CH:14]=1)=[CH:12][C:11]([Cl:15])=[CH:10][C:9]=2[CH3:16])=[O:5])[CH3:2].[C:17](O[C:17]([O:19][C:20]([CH3:23])([CH3:22])[CH3:21])=[O:18])([O:19][C:20]([CH3:23])([CH3:22])[CH3:21])=[O:18].CCN(CC)CC.Cl, predict the reaction product. The product is: [CH3:2][CH2:1][O:3][C:4]([C:6]1[N:7]([C:17]([O:19][C:20]([CH3:23])([CH3:22])[CH3:21])=[O:18])[C:8]2[C:13]([CH:14]=1)=[CH:12][C:11]([Cl:15])=[CH:10][C:9]=2[CH3:16])=[O:5].